Dataset: Forward reaction prediction with 1.9M reactions from USPTO patents (1976-2016). Task: Predict the product of the given reaction. (1) Given the reactants [CH3:1][N:2]([C:4]([O:6][C:7]([CH3:10])([CH3:9])[CH3:8])=[O:5])[NH2:3].[CH3:11][N:12]1[C:16]([CH2:17][O:18][C:19]2[CH:24]=[CH:23][C:22]([C:25]([F:28])([F:27])[F:26])=[CH:21][CH:20]=2)=[C:15]([C:29](O)=[O:30])[CH:14]=[N:13]1.C(N(C(C)C)CC)(C)C.CN(C)C=O, predict the reaction product. The product is: [CH3:1][N:2]([C:4]([O:6][C:7]([CH3:10])([CH3:9])[CH3:8])=[O:5])[NH:3][C:29]([C:15]1[CH:14]=[N:13][N:12]([CH3:11])[C:16]=1[CH2:17][O:18][C:19]1[CH:20]=[CH:21][C:22]([C:25]([F:28])([F:27])[F:26])=[CH:23][CH:24]=1)=[O:30]. (2) Given the reactants CCN(C(C)C)C(C)C.[CH:10]1([C:15]2[C:20]([C:21]([O:23][CH3:24])=[O:22])=[CH:19][N:18]=[C:17](S(C)(=O)=O)[N:16]=2)[CH2:14][CH2:13][CH2:12][CH2:11]1.Cl.[O:30]1[CH2:34][CH2:33][C@H:32]([NH2:35])[CH2:31]1, predict the reaction product. The product is: [CH:10]1([C:15]2[C:20]([C:21]([O:23][CH3:24])=[O:22])=[CH:19][N:18]=[C:17]([NH:35][C@H:32]3[CH2:33][CH2:34][O:30][CH2:31]3)[N:16]=2)[CH2:14][CH2:13][CH2:12][CH2:11]1. (3) The product is: [Br:1][C:2]1[C:3]([C:12]2[CH:13]=[CH:14][CH:15]=[CH:16][C:11]=2[Cl:10])=[CH:4][C:5]([Cl:8])=[N:6][CH:7]=1. Given the reactants [Br:1][C:2]1[C:3](I)=[CH:4][C:5]([Cl:8])=[N:6][CH:7]=1.[Cl:10][C:11]1[CH:16]=[CH:15][CH:14]=[CH:13][C:12]=1B(O)O.C(=O)([O-])[O-].[Na+].[Na+].C1(P(C2C=CC=CC=2)C2C=CC=CC=2)C=CC=CC=1, predict the reaction product. (4) Given the reactants C(=O)(O)[O-].[Na+].O.[S:7]1[C:11]2=[CH:12][N:13]=[C:14]([C:16](=[O:18])[CH3:17])[CH:15]=[C:10]2[CH:9]=[CH:8]1.[Br:19]Br, predict the reaction product. The product is: [Br:19][C:9]1[C:10]2[C:11](=[CH:12][N:13]=[C:14]([C:16](=[O:18])[CH3:17])[CH:15]=2)[S:7][CH:8]=1. (5) Given the reactants [SH:1][C:2]1[NH:3][C:4]2[C:10]([CH3:11])=[CH:9][CH:8]=[CH:7][C:5]=2[N:6]=1.Cl.Cl[CH2:14][C:15]1[CH:21]=[CH:20][CH:19]=[CH:18][C:16]=1[NH2:17], predict the reaction product. The product is: [CH3:11][C:10]1[C:4]2[N:3]=[C:2]([S:1][CH2:14][C:15]3[CH:21]=[CH:20][CH:19]=[CH:18][C:16]=3[NH2:17])[NH:6][C:5]=2[CH:7]=[CH:8][CH:9]=1. (6) Given the reactants [Br:1][C:2]1[CH:3]=[N+:4]([O-])[CH:5]=[CH:6][CH:7]=1.[C-:9]#[N:10], predict the reaction product. The product is: [Br:1][C:2]1[C:3]([C:9]#[N:10])=[N:4][CH:5]=[CH:6][CH:7]=1. (7) The product is: [CH2:14]([O:17][C:2]1[CH:10]=[CH:9][C:5]([C:6]([NH2:8])=[O:7])=[CH:4][C:3]=1[N+:11]([O-:13])=[O:12])[CH3:15]. Given the reactants F[C:2]1[CH:10]=[CH:9][C:5]([C:6]([NH2:8])=[O:7])=[CH:4][C:3]=1[N+:11]([O-:13])=[O:12].[CH:14]([O:17]C1C=CC(C(N)=O)=CC=1N=C=S)(C)[CH3:15].[O-]CC.[Na+], predict the reaction product.